Dataset: Peptide-MHC class II binding affinity with 134,281 pairs from IEDB. Task: Regression. Given a peptide amino acid sequence and an MHC pseudo amino acid sequence, predict their binding affinity value. This is MHC class II binding data. (1) The peptide sequence is QAVLTATNFFGINTI. The MHC is DRB1_0701 with pseudo-sequence DRB1_0701. The binding affinity (normalized) is 0.453. (2) The peptide sequence is RRGSANGKTLGEVWK. The MHC is HLA-DQA10201-DQB10301 with pseudo-sequence HLA-DQA10201-DQB10301. The binding affinity (normalized) is 0.313.